From a dataset of Forward reaction prediction with 1.9M reactions from USPTO patents (1976-2016). Predict the product of the given reaction. (1) Given the reactants [NH2:1][C:2]1[CH:6]=[CH:5][S:4][C:3]=1[C:7]([O:9][CH3:10])=[O:8].C(N(CC)CC)C.[CH3:18][C@H:19]1[CH2:24][CH2:23][C@H:22]([C:25](Cl)=[O:26])[CH2:21][CH2:20]1.C(=O)(O)[O-].[Na+], predict the reaction product. The product is: [CH3:18][C@H:19]1[CH2:24][CH2:23][C@H:22]([C:25]([NH:1][C:2]2[CH:6]=[CH:5][S:4][C:3]=2[C:7]([O:9][CH3:10])=[O:8])=[O:26])[CH2:21][CH2:20]1. (2) Given the reactants [C:1]1([C:7]2[O:11][N:10]=[C:9]([C:12]([NH:14][CH2:15][C:16]([OH:18])=O)=[O:13])[CH:8]=2)[CH:6]=[CH:5][CH:4]=[CH:3][CH:2]=1.CCN(C(C)C)C(C)C.C1C=CC2N(O)N=NC=2C=1.CCN=C=NCCCN(C)C.Cl.Cl.[CH3:51][N:52]([CH:63]1[CH2:68][CH2:67][NH:66][CH2:65][CH2:64]1)[C:53]1[CH:58]=[CH:57][CH:56]=[CH:55][C:54]=1[C:59]([F:62])([F:61])[F:60], predict the reaction product. The product is: [CH3:51][N:52]([C:53]1[CH:58]=[CH:57][CH:56]=[CH:55][C:54]=1[C:59]([F:62])([F:60])[F:61])[CH:63]1[CH2:68][CH2:67][N:66]([C:16](=[O:18])[CH2:15][NH:14][C:12]([C:9]2[CH:8]=[C:7]([C:1]3[CH:2]=[CH:3][CH:4]=[CH:5][CH:6]=3)[O:11][N:10]=2)=[O:13])[CH2:65][CH2:64]1. (3) Given the reactants CO[CH2:3][N:4]([CH2:10][C:11]1[CH:16]=[CH:15][CH:14]=[CH:13][CH:12]=1)[CH2:5][Si](C)(C)C.[F:17][C:18]1[CH:23]=[C:22]([F:24])[CH:21]=[CH:20][C:19]=1/[CH:25]=[CH:26]/[C:27](=[O:29])[CH3:28], predict the reaction product. The product is: [CH2:10]([N:4]1[CH2:3][CH:25]([C:19]2[CH:20]=[CH:21][C:22]([F:24])=[CH:23][C:18]=2[F:17])[CH:26]([C:27](=[O:29])[CH3:28])[CH2:5]1)[C:11]1[CH:12]=[CH:13][CH:14]=[CH:15][CH:16]=1. (4) Given the reactants [NH:1]1[CH2:6][CH2:5][CH2:4][C:3]2([C:14]3[C:9](=[CH:10][CH:11]=[CH:12][CH:13]=3)[NH:8][C:7]2=[O:15])[CH2:2]1.[CH3:16][C:17](=O)[CH2:18][CH3:19].C, predict the reaction product. The product is: [CH:17]([N:1]1[CH2:6][CH2:5][CH2:4][C:3]2([C:14]3[C:9](=[CH:10][CH:11]=[CH:12][CH:13]=3)[NH:8][C:7]2=[O:15])[CH2:2]1)([CH2:18][CH3:19])[CH3:16].